Dataset: Forward reaction prediction with 1.9M reactions from USPTO patents (1976-2016). Task: Predict the product of the given reaction. (1) Given the reactants [CH3:1][S:2]([N:5]1[CH2:10][CH2:9][N:8]([C:11](=[O:28])[C@@H:12]([N:18]([CH3:27])[C:19](=[O:26])[C:20]2[CH:25]=[CH:24][CH:23]=[CH:22][CH:21]=2)[CH2:13][CH2:14][CH2:15][CH:16]=O)[CH2:7][CH2:6]1)(=[O:4])=[O:3].Cl.[F:30][C:31]1[CH:36]=[CH:35][C:34]([C@@H:37]2[CH2:39][C@H:38]2[NH2:40])=[CH:33][CH:32]=1.[BH-](OC(C)=O)(OC(C)=O)OC(C)=O.[Na+], predict the reaction product. The product is: [F:30][C:31]1[CH:32]=[CH:33][C:34]([C@@H:37]2[CH2:39][C@H:38]2[NH:40][CH2:16][CH2:15][CH2:14][CH2:13][C@H:12]([N:18]([CH3:27])[C:19](=[O:26])[C:20]2[CH:21]=[CH:22][CH:23]=[CH:24][CH:25]=2)[C:11]([N:8]2[CH2:7][CH2:6][N:5]([S:2]([CH3:1])(=[O:4])=[O:3])[CH2:10][CH2:9]2)=[O:28])=[CH:35][CH:36]=1. (2) Given the reactants [O:1]=[CH:2][C:3]1[CH:11]=[CH:10][C:7]([O:8][CH3:9])=[C:5]([OH:6])[CH:4]=1.C([O-])(=O)C.[Na+].[Br:17]Br.S(=O)(O)[O-].[Na+], predict the reaction product. The product is: [Br:17][C:4]1[C:5]([OH:6])=[C:7]([O:8][CH3:9])[CH:10]=[CH:11][C:3]=1[CH:2]=[O:1]. (3) Given the reactants [OH:1][C:2]1[C:10]([N+:11]([O-])=O)=[C:9](C)[CH:8]=[CH:7][C:3]=1[C:4]([OH:6])=[O:5].[C:15](O)(=O)C, predict the reaction product. The product is: [CH3:15][O:6][C:4](=[O:5])[C:3]1[CH:7]=[CH:8][CH:9]=[C:10]([NH2:11])[C:2]=1[OH:1]. (4) Given the reactants [CH3:1][C:2]1[N:6]=[C:5]([CH3:7])[N:4]([C:8]2[CH:13]=[C:12]([CH:14]=[CH2:15])[N:11]=[C:10]([CH3:16])[N:9]=2)[N:3]=1.[N+](=[CH:19][C:20]([O:22][CH2:23][CH3:24])=[O:21])=[N-], predict the reaction product. The product is: [CH3:1][C:2]1[N:6]=[C:5]([CH3:7])[N:4]([C:8]2[N:9]=[C:10]([CH3:16])[N:11]=[C:12]([CH:14]3[CH2:15][CH:19]3[C:20]([O:22][CH2:23][CH3:24])=[O:21])[CH:13]=2)[N:3]=1.